This data is from Forward reaction prediction with 1.9M reactions from USPTO patents (1976-2016). The task is: Predict the product of the given reaction. (1) Given the reactants Cl[C:2]1[N:3]([C@H:24]2[CH2:28][CH2:27][N:26]([S:29]([CH3:32])(=[O:31])=[O:30])[CH2:25]2)[C:4]2[C:9]([N:10]=1)=[C:8]([N:11]1[CH2:16][CH2:15][O:14][CH2:13][CH2:12]1)[N:7]=[C:6]([C:17]1[CH:18]=[N:19][C:20]([NH2:23])=[N:21][CH:22]=1)[N:5]=2.[S:33]([N:37]1[CH2:42][CH2:41][NH:40][CH2:39][CH2:38]1)([CH3:36])(=[O:35])=[O:34], predict the reaction product. The product is: [CH3:36][S:33]([N:37]1[CH2:42][CH2:41][N:40]([C:2]2[N:3]([C@H:24]3[CH2:28][CH2:27][N:26]([S:29]([CH3:32])(=[O:30])=[O:31])[CH2:25]3)[C:4]3[C:9]([N:10]=2)=[C:8]([N:11]2[CH2:16][CH2:15][O:14][CH2:13][CH2:12]2)[N:7]=[C:6]([C:17]2[CH:18]=[N:19][C:20]([NH2:23])=[N:21][CH:22]=2)[N:5]=3)[CH2:39][CH2:38]1)(=[O:35])=[O:34]. (2) Given the reactants [CH2:1]([O:3][P:4](/[CH:9]=[CH:10]/[C:11]1[C:12]([O:22][CH2:23][C:24]2[CH:49]=[CH:48][C:27]([O:28][CH2:29][C:30]3[N:31]=[C:32]([C:36]4[CH:37]=[CH:38][C:39]([O:46][CH3:47])=[C:40]([CH:45]=4)[C:41]([O:43]C)=[O:42])[O:33][C:34]=3[CH3:35])=[C:26]([O:50][CH3:51])[CH:25]=2)=[N:13][N:14]([C:16]2[CH:21]=[CH:20][CH:19]=[CH:18][CH:17]=2)[CH:15]=1)([O:6][CH2:7][CH3:8])=[O:5])[CH3:2].O1CCCC1.[OH-].[Na+].Cl, predict the reaction product. The product is: [CH2:7]([O:6][P:4](/[CH:9]=[CH:10]/[C:11]1[C:12]([O:22][CH2:23][C:24]2[CH:49]=[CH:48][C:27]([O:28][CH2:29][C:30]3[N:31]=[C:32]([C:36]4[CH:37]=[CH:38][C:39]([O:46][CH3:47])=[C:40]([CH:45]=4)[C:41]([OH:43])=[O:42])[O:33][C:34]=3[CH3:35])=[C:26]([O:50][CH3:51])[CH:25]=2)=[N:13][N:14]([C:16]2[CH:17]=[CH:18][CH:19]=[CH:20][CH:21]=2)[CH:15]=1)([O:3][CH2:1][CH3:2])=[O:5])[CH3:8]. (3) Given the reactants [CH:1]([NH:4][S:5]([C:8]1[CH:9]=[N:10][CH:11]=[CH:12][CH:13]=1)(=[O:7])=[O:6])([CH3:3])[CH3:2].[H-].[Na+].[Cl:16][C:17]1[N:22]=[C:21](Cl)[CH:20]=[CH:19][N:18]=1.[NH4+].[Cl-], predict the reaction product. The product is: [Cl:16][C:17]1[N:22]=[C:21]([N:4]([CH:1]([CH3:3])[CH3:2])[S:5]([C:8]2[CH:9]=[N:10][CH:11]=[CH:12][CH:13]=2)(=[O:6])=[O:7])[CH:20]=[CH:19][N:18]=1. (4) Given the reactants [Cl:1][C:2]1[CH:7]=[CH:6][C:5]([OH:8])=[C:4]([CH3:9])[CH:3]=1.[N:10]([O-:12])=[O:11].[Na+].C(OC(C)C)(C)C.S(=O)(=O)(O)O, predict the reaction product. The product is: [Cl:1][C:2]1[CH:7]=[C:6]([N+:10]([O-:12])=[O:11])[C:5]([OH:8])=[C:4]([CH3:9])[CH:3]=1. (5) Given the reactants [NH:1]1[C:9]2[C:4](=[CH:5][CH:6]=[CH:7][CH:8]=2)[C:3]2([C:13]3=[CH:14][C:15]4[O:21][CH2:20][CH2:19][CH2:18][O:17][C:16]=4[CH:22]=[C:12]3[O:11][CH2:10]2)[C:2]1=[O:23].N1C2C(=CC=CC=2)C2(C3=CC4OCOC=4C=C3OC2)C1=O.CC1C=CC(S(O[CH2:56][C@@H:57]2[CH2:62][O:61][CH2:60][CH2:59][O:58]2)(=O)=O)=CC=1.CC1C=CC(S(OC[C@H]2COCCO2)(=O)=O)=CC=1, predict the reaction product. The product is: [O:58]1[CH2:59][CH2:60][O:61][CH2:62][C@@H:57]1[CH2:56][N:1]1[C:9]2[C:4](=[CH:5][CH:6]=[CH:7][CH:8]=2)[C:3]2([C:13]3=[CH:14][C:15]4[O:21][CH2:20][CH2:19][CH2:18][O:17][C:16]=4[CH:22]=[C:12]3[O:11][CH2:10]2)[C:2]1=[O:23]. (6) Given the reactants [F:1][C:2]1[C:7]([F:8])=[CH:6][CH:5]=[CH:4][C:3]=1[C:9]1[N:35]=[C:12]2[CH:13]=[N:14][N:15]([CH2:17][C:18]3[N:23]=[N:22][C:21]([C:24]4[CH:29]=[CH:28][C:27]([OH:30])=[CH:26][C:25]=4[C:31]([F:34])([F:33])[F:32])=[CH:20][CH:19]=3)[CH:16]=[C:11]2[N:10]=1.[F:36][CH2:37][CH2:38][CH2:39]I.C(=O)([O-])[O-].[K+].[K+], predict the reaction product. The product is: [F:1][C:2]1[C:7]([F:8])=[CH:6][CH:5]=[CH:4][C:3]=1[C:9]1[N:35]=[C:12]2[CH:13]=[N:14][N:15]([CH2:17][C:18]3[N:23]=[N:22][C:21]([C:24]4[CH:29]=[CH:28][C:27]([O:30][CH2:39][CH2:38][CH2:37][F:36])=[CH:26][C:25]=4[C:31]([F:33])([F:34])[F:32])=[CH:20][CH:19]=3)[CH:16]=[C:11]2[N:10]=1.